From a dataset of Reaction yield outcomes from USPTO patents with 853,638 reactions. Predict the reaction yield, written as a fraction of the theoretical maximum amount of product (1.0 means a 100% yield; for example, 0.34 means a 34% yield). (1) The reactants are [Br:1][C:2]1[C:3]([C:13]([F:16])([F:15])[F:14])=[N:4][CH:5]=[C:6](/[CH:8]=[CH:9]/OCC)[CH:7]=1.O.Cl.[CH3:19][NH:20][CH3:21].C(O[BH-](OC(=O)C)OC(=O)C)(=O)C.[Na+]. The catalyst is CC(O)=O.C(Cl)Cl. The product is [Br:1][C:2]1[CH:7]=[C:6]([CH2:8][CH2:9][N:20]([CH3:21])[CH3:19])[CH:5]=[N:4][C:3]=1[C:13]([F:16])([F:15])[F:14]. The yield is 0.150. (2) The reactants are Br[C:2]1[C:7]([CH3:8])=[CH:6][CH:5]=[CH:4][N:3]=1.C([Mg]Cl)(C)C.[B:14](OC(C)C)([O:19]C(C)C)[O:15]C(C)C. The catalyst is C(OCC)C. The product is [CH3:8][C:7]1[C:2]([B:14]([OH:19])[OH:15])=[N:3][CH:4]=[CH:5][CH:6]=1. The yield is 0.920. (3) The reactants are Br[C:2]1[CH:11]=[CH:10][C:9]([Cl:12])=[CH:8][C:3]=1[C:4]([O:6][CH3:7])=[O:5].[C:13]([Si:15]([CH3:18])([CH3:17])[CH3:16])#[CH:14]. The catalyst is [Cu]I.CC([O-])=O.CC([O-])=O.[Pd+2].C1(P(C2C=CC=CC=2)C2C=CC=CC=2)C=CC=CC=1. The product is [Cl:12][C:9]1[CH:10]=[CH:11][C:2]([C:14]#[C:13][Si:15]([CH3:18])([CH3:17])[CH3:16])=[C:3]([CH:8]=1)[C:4]([O:6][CH3:7])=[O:5]. The yield is 1.02. (4) The reactants are [Cl:1][C:2]1[N:7]=[C:6]([C:8](O)=O)[CH:5]=[CH:4][CH:3]=1.[NH2:11][C:12]1[CH:13]=[N:14][CH:15]=[CH:16][C:17]=1[NH2:18].CCN(C(C)C)C(C)C.CN(C(ON1N=NC2C=CC=CC1=2)=[N+](C)C)C.F[P-](F)(F)(F)(F)F. The catalyst is CN(C=O)C. The product is [Cl:1][C:2]1[CH:3]=[CH:4][CH:5]=[C:6]([C:8]2[NH:18][C:17]3[CH:16]=[CH:15][N:14]=[CH:13][C:12]=3[N:11]=2)[N:7]=1. The yield is 0.370. (5) The reactants are C(OC([N:8]1[CH2:13][CH2:12][O:11][C:10]2[CH:14]=[C:15](/[CH:18]=[CH:19]/[C:20]([OH:22])=[O:21])[CH:16]=[N:17][C:9]1=2)=O)(C)(C)C.[Li+].[OH-]. The catalyst is Cl.O1CCOCC1. The product is [O:11]1[CH2:12][CH2:13][NH:8][C:9]2[N:17]=[CH:16][C:15](/[CH:18]=[CH:19]/[C:20]([OH:22])=[O:21])=[CH:14][C:10]1=2. The yield is 0.520. (6) The reactants are [Cl:1][C:2]1[CH:35]=[CH:34][CH:33]=[C:32]([C:36]([F:39])([F:38])[F:37])[C:3]=1[C:4]([N:6]1[C:14]2[C:9](=[N:10][CH:11]=[C:12]([C:15](=[O:20])N(OC)C)[CH:13]=2)[C:8]([C:21]2[CH:30]=[CH:29][C:24]([C:25]([O:27]C)=[O:26])=[CH:23][C:22]=2[F:31])=[N:7]1)=[O:5].[OH:40][Li].O. The catalyst is C1COCC1.O. The product is [C:25]([C:24]1[CH:29]=[CH:30][C:21]([C:8]2[C:9]3=[N:10][CH:11]=[C:12]([C:15]([OH:20])=[O:40])[CH:13]=[C:14]3[N:6]([C:4](=[O:5])[C:3]3[C:32]([C:36]([F:39])([F:37])[F:38])=[CH:33][CH:34]=[CH:35][C:2]=3[Cl:1])[N:7]=2)=[C:22]([F:31])[CH:23]=1)([OH:27])=[O:26]. The yield is 0.141. (7) The reactants are [Br:1][C:2]1[CH:7]=[C:6]([F:8])[C:5]([CH:9]([OH:11])[CH3:10])=[C:4]([F:12])[CH:3]=1. The catalyst is ClCCl.[O-2].[O-2].[Mn+4]. The product is [Br:1][C:2]1[CH:3]=[C:4]([F:12])[C:5]([C:9](=[O:11])[CH3:10])=[C:6]([F:8])[CH:7]=1. The yield is 0.780.